This data is from Reaction yield outcomes from USPTO patents with 853,638 reactions. The task is: Predict the reaction yield, written as a fraction of the theoretical maximum amount of product (1.0 means a 100% yield; for example, 0.34 means a 34% yield). (1) The reactants are [C:1]([NH:4][C:5]1[CH:10]=[CH:9][CH:8]=[CH:7][C:6]=1[OH:11])(=[O:3])[CH3:2].[C:12]1(=O)[O:17][C:15](=[O:16])[C:14]2=[CH:18][CH:19]=[CH:20][CH:21]=[C:13]12. The catalyst is [Cl-].[Zn+2].[Cl-]. The product is [OH:11][C:6]1[CH:7]=[CH:8][C:9]([C:12]2([C:9]3[CH:8]=[CH:7][C:6]([OH:11])=[C:5]([NH:4][C:1](=[O:3])[CH3:2])[CH:10]=3)[C:13]3[C:14](=[CH:18][CH:19]=[CH:20][CH:21]=3)[C:15](=[O:16])[O:17]2)=[CH:10][C:5]=1[NH:4][C:1](=[O:3])[CH3:2]. The yield is 0.830. (2) The reactants are CCN(C(C)C)C(C)C.[CH:10]1([N:13]2[CH:17]=[C:16]([C:18]([OH:20])=O)[N:15]=[N:14]2)[CH2:12][CH2:11]1.C1C=CC2N(O)N=NC=2C=1.CCN=C=NCCCN(C)C.Cl.[NH2:43][CH2:44][C:45]([N:47]1[CH2:52][CH2:51][N:50]([C:53](=[O:62])[C:54]2[CH:59]=[C:58]([F:60])[CH:57]=[CH:56][C:55]=2[Cl:61])[CH2:49][CH2:48]1)=[O:46].ClC1C=CC(F)=CC=1C(O)=O. The catalyst is CN(C=O)C.O. The product is [Cl:61][C:55]1[CH:56]=[CH:57][C:58]([F:60])=[CH:59][C:54]=1[C:53]([N:50]1[CH2:49][CH2:48][N:47]([C:45](=[O:46])[CH2:44][NH:43][C:18]([C:16]2[N:15]=[N:14][N:13]([CH:10]3[CH2:11][CH2:12]3)[CH:17]=2)=[O:20])[CH2:52][CH2:51]1)=[O:62]. The yield is 0.620.